From a dataset of Peptide-MHC class I binding affinity with 185,985 pairs from IEDB/IMGT. Regression. Given a peptide amino acid sequence and an MHC pseudo amino acid sequence, predict their binding affinity value. This is MHC class I binding data. (1) The peptide sequence is FLYALALLL. The MHC is HLA-A29:02 with pseudo-sequence HLA-A29:02. The binding affinity (normalized) is 0.362. (2) The peptide sequence is RATTELRTF. The MHC is HLA-A24:02 with pseudo-sequence HLA-A24:02. The binding affinity (normalized) is 0.409. (3) The peptide sequence is RAMRMVYYL. The MHC is HLA-C14:02 with pseudo-sequence HLA-C14:02. The binding affinity (normalized) is 0.365. (4) The peptide sequence is ATQKIKTL. The MHC is H-2-Kb with pseudo-sequence H-2-Kb. The binding affinity (normalized) is 0.0875. (5) The peptide sequence is LPGPQVTAVLLHEES. The MHC is HLA-B44:03 with pseudo-sequence HLA-B44:03. The binding affinity (normalized) is 0.00656. (6) The peptide sequence is IPLTEEAEL. The MHC is HLA-A33:01 with pseudo-sequence HLA-A33:01. The binding affinity (normalized) is 0. (7) The peptide sequence is NITHTNITTL. The MHC is HLA-A02:02 with pseudo-sequence HLA-A02:02. The binding affinity (normalized) is 0.145. (8) The peptide sequence is GMKAFTAAV. The MHC is HLA-A01:01 with pseudo-sequence HLA-A01:01. The binding affinity (normalized) is 0.0847.